Dataset: Forward reaction prediction with 1.9M reactions from USPTO patents (1976-2016). Task: Predict the product of the given reaction. (1) Given the reactants [F:1][C:2]1[CH:7]=[C:6]([S:8]([CH3:11])(=[O:10])=[O:9])[CH:5]=[C:4]([F:12])[C:3]=1[C:13]1[N:18]=[C:17]([C:19]([O:21]C)=[O:20])[CH:16]=[CH:15][C:14]=1[F:23].[OH-].[Na+].Cl, predict the reaction product. The product is: [F:1][C:2]1[CH:7]=[C:6]([S:8]([CH3:11])(=[O:9])=[O:10])[CH:5]=[C:4]([F:12])[C:3]=1[C:13]1[N:18]=[C:17]([C:19]([OH:21])=[O:20])[CH:16]=[CH:15][C:14]=1[F:23]. (2) Given the reactants N[C@@H](CCC(N[C@H:11]([C:14]([NH:16][CH2:17][C:18]([OH:20])=[O:19])=[O:15])[CH2:12][SH:13])=O)C(O)=O.N[C@H:22]([C:25](O)=O)[CH2:23]S.N[CH:29](C(O)=O)CCS.CN(C1C=CC2N=C3C(=CC(C=C3)=[N+](C)C)SC=2C=1)C.C(N[C@H](C(O)=O)CS)(=O)C, predict the reaction product. The product is: [CH3:29][C@@H:11]([C:14]([N:16]1[C@H:17]([C:18]([OH:20])=[O:19])[CH2:25][CH2:22][CH2:23]1)=[O:15])[CH2:12][SH:13]. (3) Given the reactants C([N:4]1[CH2:9][CH2:8][N:7]([CH2:10][CH2:11][O:12][C:13]2[CH:18]=[CH:17][C:16]([N:19]3[CH2:24][CH2:23][N:22]([C:25]4[CH2:26][CH2:27][C:28]5[N:29]([C:31]([C:34]([F:37])([F:36])[F:35])=[N:32][N:33]=5)[N:30]=4)[CH2:21][CH2:20]3)=[CH:15][CH:14]=2)[CH2:6][CH2:5]1)(=O)C.[CH3:38][S:39](Cl)(=[O:41])=[O:40], predict the reaction product. The product is: [CH3:38][S:39]([N:4]1[CH2:5][CH2:6][N:7]([CH2:10][CH2:11][O:12][C:13]2[CH:14]=[CH:15][C:16]([N:19]3[CH2:20][CH2:21][N:22]([C:25]4[CH2:26][CH2:27][C:28]5[N:29]([C:31]([C:34]([F:35])([F:36])[F:37])=[N:32][N:33]=5)[N:30]=4)[CH2:23][CH2:24]3)=[CH:17][CH:18]=2)[CH2:8][CH2:9]1)(=[O:41])=[O:40]. (4) Given the reactants Cl[C:2]1[C:3]2[N:4]([C:8]([CH2:12][CH2:13][C:14]([OH:16])=O)=[N:9][C:10]=2[I:11])[CH:5]=[CH:6][N:7]=1.[CH2:17]([NH:19][CH2:20][CH2:21][OH:22])[CH3:18].Cl.C(N=C=NCCCN(C)C)C.O.[OH:36][N:37]1[C:41]2[CH:42]=[CH:43][CH:44]=[CH:45][C:40]=2[N:39]=[N:38]1.CN1CCOCC1, predict the reaction product. The product is: [N:37]1([O:36][C:2]2[C:3]3[N:4]([C:8]([CH2:12][CH2:13][C:14]([N:19]([CH2:17][CH3:18])[CH2:20][CH2:21][OH:22])=[O:16])=[N:9][C:10]=3[I:11])[CH:5]=[CH:6][N:7]=2)[C:41]2[CH:42]=[CH:43][CH:44]=[CH:45][C:40]=2[N:39]=[N:38]1.